From a dataset of Peptide-MHC class II binding affinity with 134,281 pairs from IEDB. Regression. Given a peptide amino acid sequence and an MHC pseudo amino acid sequence, predict their binding affinity value. This is MHC class II binding data. (1) The MHC is HLA-DQA10301-DQB10302 with pseudo-sequence HLA-DQA10301-DQB10302. The binding affinity (normalized) is 0.195. The peptide sequence is IQLKCSDSMPCKDIK. (2) The MHC is DRB1_0701 with pseudo-sequence DRB1_0701. The binding affinity (normalized) is 0.416. The peptide sequence is SAIRAAPEAARSLAS. (3) The binding affinity (normalized) is 0.227. The peptide sequence is SYNKRVFCEAVRRVA. The MHC is DRB1_0301 with pseudo-sequence DRB1_0301. (4) The peptide sequence is AAKPAAAATATATAA. The MHC is HLA-DQA10101-DQB10501 with pseudo-sequence HLA-DQA10101-DQB10501. The binding affinity (normalized) is 0. (5) The peptide sequence is KFTQFAGKDLESIKG. The MHC is HLA-DQA10301-DQB10302 with pseudo-sequence HLA-DQA10301-DQB10302. The binding affinity (normalized) is 0.0498.